Task: Predict the reactants needed to synthesize the given product.. Dataset: Full USPTO retrosynthesis dataset with 1.9M reactions from patents (1976-2016) (1) Given the product [F:1][C:2]1[CH:3]=[C:4]([CH:29]=[C:30]([F:32])[CH:31]=1)[CH2:5][N:6]1[C:11](=[O:12])[CH:10]=[CH:9][C:8]([CH2:13][C:14]2[C:22]3[C:17](=[CH:18][CH:19]=[CH:20][CH:21]=3)[N:16]([CH2:23][C:24]([OH:26])=[O:25])[C:15]=2[CH3:28])=[CH:7]1, predict the reactants needed to synthesize it. The reactants are: [F:1][C:2]1[CH:3]=[C:4]([CH:29]=[C:30]([F:32])[CH:31]=1)[CH2:5][N:6]1[C:11](=[O:12])[CH:10]=[CH:9][C:8]([CH2:13][C:14]2[C:22]3[C:17](=[CH:18][CH:19]=[CH:20][CH:21]=3)[N:16]([CH2:23][C:24]([O:26]C)=[O:25])[C:15]=2[CH3:28])=[CH:7]1.O.[OH-].[Li+]. (2) The reactants are: [CH2:1]([O:8][C:9]([N:11]1[CH2:16][CH2:15][CH:14]([CH3:17])[CH:13]([C:18]([OH:20])=O)[CH2:12]1)=[O:10])[C:2]1[CH:7]=[CH:6][CH:5]=[CH:4][CH:3]=1.C(Cl)(=O)C([Cl:24])=O.CN(C=O)C. Given the product [Cl:24][C:18]([CH:13]1[CH:14]([CH3:17])[CH2:15][CH2:16][N:11]([C:9]([O:8][CH2:1][C:2]2[CH:7]=[CH:6][CH:5]=[CH:4][CH:3]=2)=[O:10])[CH2:12]1)=[O:20], predict the reactants needed to synthesize it. (3) Given the product [Br:23][C:21]1[CH:20]=[CH:19][C:18]([O:24][CH2:25][C:26]2[CH:27]=[CH:28][C:29]([F:32])=[CH:30][CH:31]=2)=[C:17]([C:12]2[N:11]([C:9]3[CH:8]=[N:7][CH:6]=[C:5]([CH:10]=3)[C:4]([OH:33])=[O:3])[C:15]([CH3:16])=[CH:14][CH:13]=2)[CH:22]=1, predict the reactants needed to synthesize it. The reactants are: C([O:3][C:4](=[O:33])[C:5]1[CH:10]=[C:9]([N:11]2[C:15]([CH3:16])=[CH:14][CH:13]=[C:12]2[C:17]2[CH:22]=[C:21]([Br:23])[CH:20]=[CH:19][C:18]=2[O:24][CH2:25][C:26]2[CH:31]=[CH:30][C:29]([F:32])=[CH:28][CH:27]=2)[CH:8]=[N:7][CH:6]=1)C.[OH-].[Na+].CCO. (4) Given the product [CH3:25][O:24][C:7]1[CH:6]=[CH:5][C:4]2[N:3]=[C:2]([NH:26][C:27]3[CH:36]=[C:35]4[C:30]([CH2:31][CH2:32][C:33](=[O:37])[NH:34]4)=[CH:29][CH:28]=3)[C:11]3=[N:12][NH:13][CH:14]=[C:10]3[C:9]=2[CH:8]=1, predict the reactants needed to synthesize it. The reactants are: Cl[C:2]1[C:11]2=[N:12][N:13](CC3C=CC(OC)=CC=3)[CH:14]=[C:10]2[C:9]2[CH:8]=[C:7]([O:24][CH3:25])[CH:6]=[CH:5][C:4]=2[N:3]=1.[NH2:26][C:27]1[CH:36]=[C:35]2[C:30]([CH2:31][CH2:32][C:33](=[O:37])[NH:34]2)=[CH:29][CH:28]=1.Cl. (5) Given the product [F:1][C:2]1[CH:8]=[CH:7][CH:6]=[C:5]([CH:9]([CH3:11])[CH3:10])[C:3]=1[NH:4][C:17]([NH:22][NH2:23])=[S:18], predict the reactants needed to synthesize it. The reactants are: [F:1][C:2]1[CH:8]=[CH:7][CH:6]=[C:5]([CH:9]([CH3:11])[CH3:10])[C:3]=1[NH2:4].C(=O)(O)[O-].[Na+].[C:17](Cl)(Cl)=[S:18].O.[NH2:22][NH2:23]. (6) Given the product [O:22]([C:18]1[CH:17]=[C:16]([NH:13][C:14](=[O:15])[NH:1][C@@H:2]([CH2:4][N+:5]([CH3:8])([CH3:7])[CH3:6])[CH2:9][C:10]([O-:11])=[O:12])[CH:21]=[CH:20][CH:19]=1)[C:23]1[CH:24]=[CH:25][CH:26]=[CH:27][CH:28]=1, predict the reactants needed to synthesize it. The reactants are: [NH2:1][C:2]([CH2:9][C:10](=[O:12])[O-:11])([CH2:4][N+:5]([CH3:8])([CH3:7])[CH3:6])O.[N:13]([C:16]1[CH:21]=[CH:20][CH:19]=[C:18]([O:22][C:23]2[CH:28]=[CH:27][CH:26]=[CH:25][CH:24]=2)[CH:17]=1)=[C:14]=[O:15]. (7) Given the product [CH2:11]([O:18][C:19]1[CH:34]=[CH:33][C:22]([O:23][CH:24]([CH2:29][OH:30])[CH2:25][OH:26])=[CH:21][CH:20]=1)[C:12]1[CH:13]=[CH:14][CH:15]=[CH:16][CH:17]=1, predict the reactants needed to synthesize it. The reactants are: [H-].C([Al+]CC(C)C)C(C)C.[CH2:11]([O:18][C:19]1[CH:34]=[CH:33][C:22]([O:23][CH:24]([C:29](OC)=[O:30])[C:25](OC)=[O:26])=[CH:21][CH:20]=1)[C:12]1[CH:17]=[CH:16][CH:15]=[CH:14][CH:13]=1.Cl. (8) Given the product [Cl:11][C:12]1[CH:13]=[C:14]([C:18]2[O:1][N:2]=[C:3]([C:4]3[CH:9]=[N:8][CH:7]=[CH:6][N:5]=3)[CH:19]=2)[CH:15]=[CH:16][CH:17]=1, predict the reactants needed to synthesize it. The reactants are: [OH:1][N:2]=[C:3](Cl)[C:4]1[CH:9]=[N:8][CH:7]=[CH:6][N:5]=1.[Cl:11][C:12]1[CH:17]=[CH:16][CH:15]=[C:14]([C:18]#[CH:19])[CH:13]=1.N. (9) Given the product [NH2:1][C:2]1[C:10]2[C:5](=[N:6][CH:7]=[CH:8][C:9]=2[N:32]2[CH2:33][CH2:34][N:29]([CH2:22][C:23]3[CH:24]=[CH:25][CH:26]=[CH:27][CH:28]=3)[CH2:30][CH2:31]2)[S:4][C:3]=1[C:19]([NH2:20])=[O:21], predict the reactants needed to synthesize it. The reactants are: [NH2:1][C:2]1[C:10]2[C:5](=[N:6][CH:7]=[CH:8][C:9]=2OS(C(F)(F)F)(=O)=O)[S:4][C:3]=1[C:19](=[O:21])[NH2:20].[CH2:22]([N:29]1[CH2:34][CH2:33][NH:32][CH2:31][CH2:30]1)[C:23]1[CH:28]=[CH:27][CH:26]=[CH:25][CH:24]=1.